This data is from Reaction yield outcomes from USPTO patents with 853,638 reactions. The task is: Predict the reaction yield, written as a fraction of the theoretical maximum amount of product (1.0 means a 100% yield; for example, 0.34 means a 34% yield). (1) The reactants are C(OC([N:8]1[CH:13]2[CH2:14][CH2:15][CH:9]1[CH2:10][N:11]([C:16]([C:18]1[CH:19]=[N:20][C:21]([NH:24][C:25]3[N:26]=[CH:27][C:28]4[CH:33]=[C:32]([C:34](=[O:38])[N:35]([CH3:37])[CH3:36])[N:31]([CH:39]5[CH2:43][CH2:42][CH2:41][CH2:40]5)[C:29]=4[N:30]=3)=[CH:22][CH:23]=1)=[O:17])[CH2:12]2)=O)(C)(C)C.Cl.O1CCOCC1. The catalyst is C(Cl)Cl. The product is [CH3:36][N:35]([CH3:37])[C:34]([C:32]1[N:31]([CH:39]2[CH2:43][CH2:42][CH2:41][CH2:40]2)[C:29]2[N:30]=[C:25]([NH:24][C:21]3[CH:22]=[CH:23][C:18]([C:16]([N:11]4[CH2:10][CH:9]5[NH:8][CH:13]([CH2:14][CH2:15]5)[CH2:12]4)=[O:17])=[CH:19][N:20]=3)[N:26]=[CH:27][C:28]=2[CH:33]=1)=[O:38]. The yield is 0.590. (2) The yield is 0.520. The reactants are [NH:1]1[CH2:6][CH2:5][CH:4]([CH2:7][OH:8])[CH2:3][CH2:2]1.Cl[C:10]([O:12][C:13]1[CH:18]=[CH:17][CH:16]=[CH:15][CH:14]=1)=[O:11].[K+].[Br-].Cl[O-].[Na+]. The catalyst is C([O-])(O)=O.[Na+].C(Cl)Cl.[Br-].C([N+](CCCC)(CCCC)CCCC)CCC.CC1(C)N([O])C(C)(C)CCC1. The product is [C:13]1([O:12][C:10]([N:1]2[CH2:6][CH2:5][CH:4]([CH:7]=[O:8])[CH2:3][CH2:2]2)=[O:11])[CH:18]=[CH:17][CH:16]=[CH:15][CH:14]=1. (3) The reactants are [CH3:1][C@@H:2]1[CH2:7][N:6]([C:8]2[C:21]([CH:22]=O)=[CH:20][C:11]3[C:12]([C:15]4[O:16][CH:17]=[CH:18][CH:19]=4)=[N:13][O:14][C:10]=3[C:9]=2[F:24])[CH2:5][C@H:4]([CH3:25])[O:3]1.[NH:26]1[C:31](=[O:32])[CH2:30][C:29](=[O:33])[NH:28][C:27]1=[O:34]. The catalyst is C(O)(C)C. The product is [F:24][C:9]1[C:10]2[O:14][N:13]=[C:12]([C:15]3[O:16][CH:17]=[CH:18][CH:19]=3)[C:11]=2[CH:20]=[C:21]2[C:8]=1[N:6]1[CH2:7][C@@H:2]([CH3:1])[O:3][C@@H:4]([CH3:25])[C@@H:5]1[C:30]1([C:29](=[O:33])[NH:28][C:27](=[O:34])[NH:26][C:31]1=[O:32])[CH2:22]2. The yield is 0.850. (4) The reactants are Br[C:2]1[CH:3]=[C:4]([C:8]2[CH:20]=[CH:19][C:11]3[NH:12][C:13](=[O:18])[O:14][C:15]([CH3:17])([CH3:16])[C:10]=3[CH:9]=2)[CH:5]=[CH:6][CH:7]=1.[CH3:21][Si:22]([C:25]#[CH:26])([CH3:24])[CH3:23]. The catalyst is C(N(CC)CC)C.[Pd].C1(P(C2C=CC=CC=2)C2C=CC=CC=2)C=CC=CC=1.C1(P(C2C=CC=CC=2)C2C=CC=CC=2)C=CC=CC=1.C1(P(C2C=CC=CC=2)C2C=CC=CC=2)C=CC=CC=1.C1(P(C2C=CC=CC=2)C2C=CC=CC=2)C=CC=CC=1. The product is [CH3:16][C:15]1([CH3:17])[O:14][C:13](=[O:18])[NH:12][C:11]2[CH:19]=[CH:20][C:8]([C:4]3[CH:5]=[CH:6][CH:7]=[C:2]([C:26]#[C:25][Si:22]([CH3:24])([CH3:23])[CH3:21])[CH:3]=3)=[CH:9][C:10]1=2. The yield is 0.920. (5) The reactants are Br[C:2]1[CH:3]=[C:4]([CH:8]([C:23]2([OH:29])[CH2:28][CH2:27][CH2:26][CH2:25][CH2:24]2)[CH2:9][N:10]2[CH2:15][CH2:14][N:13]([C:16]([O:18][C:19]([CH3:22])([CH3:21])[CH3:20])=[O:17])[CH2:12][CH2:11]2)[CH:5]=[CH:6][CH:7]=1.[Cl:30][C:31]1[CH:32]=[C:33](B(O)O)[CH:34]=[CH:35][C:36]=1[Cl:37].C(=O)([O-])[O-].[Na+].[Na+]. The catalyst is COCCOC.C1C=CC([P]([Pd]([P](C2C=CC=CC=2)(C2C=CC=CC=2)C2C=CC=CC=2)([P](C2C=CC=CC=2)(C2C=CC=CC=2)C2C=CC=CC=2)[P](C2C=CC=CC=2)(C2C=CC=CC=2)C2C=CC=CC=2)(C2C=CC=CC=2)C2C=CC=CC=2)=CC=1. The product is [Cl:30][C:31]1[CH:32]=[C:33]([C:2]2[CH:7]=[CH:6][CH:5]=[C:4]([CH:8]([C:23]3([OH:29])[CH2:28][CH2:27][CH2:26][CH2:25][CH2:24]3)[CH2:9][N:10]3[CH2:15][CH2:14][N:13]([C:16]([O:18][C:19]([CH3:20])([CH3:22])[CH3:21])=[O:17])[CH2:12][CH2:11]3)[CH:3]=2)[CH:34]=[CH:35][C:36]=1[Cl:37]. The yield is 0.670. (6) The catalyst is ClCCl. The reactants are Cl[C:2]1[C:11]([N+:12]([O-:14])=[O:13])=[CH:10][C:5]([C:6]([O:8][CH3:9])=[O:7])=[CH:4][N:3]=1.[NH:15]1[CH2:20][CH2:19][S:18][CH2:17][CH:16]1[C:21]([O:23][CH2:24][CH3:25])=[O:22]. The product is [CH3:9][O:8][C:6]([C:5]1[CH:10]=[C:11]([N+:12]([O-:14])=[O:13])[C:2]([N:15]2[CH2:20][CH2:19][S:18][CH2:17][CH:16]2[C:21]([O:23][CH2:24][CH3:25])=[O:22])=[N:3][CH:4]=1)=[O:7]. The yield is 0.950.